This data is from Acute oral toxicity (LD50) regression data from Zhu et al.. The task is: Regression/Classification. Given a drug SMILES string, predict its toxicity properties. Task type varies by dataset: regression for continuous values (e.g., LD50, hERG inhibition percentage) or binary classification for toxic/non-toxic outcomes (e.g., AMES mutagenicity, cardiotoxicity, hepatotoxicity). Dataset: ld50_zhu. (1) The compound is O=C(O)c1ccc2ccccc2c1. The rat oral LD50 is 1.58, given as -log10 of the dose in mol/kg body weight (higher means more acutely toxic). (2) The drug is CCS(=O)(=O)CCO. The rat oral LD50 is 0.885, given as -log10 of the dose in mol/kg body weight (higher means more acutely toxic).